From a dataset of Catalyst prediction with 721,799 reactions and 888 catalyst types from USPTO. Predict which catalyst facilitates the given reaction. Reactant: C(OC([NH:8][C@@H:9]([CH2:15][CH2:16][C:17](=O)[CH3:18])[C:10]([O:12][CH2:13][CH3:14])=[O:11])=O)(C)(C)C. Product: [CH3:18][C:17]1[CH2:16][CH2:15][C@@H:9]([C:10]([O:12][CH2:13][CH3:14])=[O:11])[N:8]=1. The catalyst class is: 330.